This data is from Catalyst prediction with 721,799 reactions and 888 catalyst types from USPTO. The task is: Predict which catalyst facilitates the given reaction. (1) Reactant: [Cl:1][C:2]1[N:11]=[C:10](Cl)[C:9]2[C:4](=[CH:5][C:6]([N:13]3[CH2:18][CH2:17][O:16][CH2:15][CH2:14]3)=[CH:7][CH:8]=2)[N:3]=1.[NH:19]1[CH2:24][CH2:23][CH2:22][CH2:21][CH2:20]1. Product: [Cl:1][C:2]1[N:11]=[C:10]([N:19]2[CH2:24][CH2:23][CH2:22][CH2:21][CH2:20]2)[C:9]2[C:4](=[CH:5][C:6]([N:13]3[CH2:18][CH2:17][O:16][CH2:15][CH2:14]3)=[CH:7][CH:8]=2)[N:3]=1. The catalyst class is: 7. (2) Reactant: [Br:1][C:2]1[CH:3]=[C:4]([CH:9]=[C:10]([CH:12]2[CH2:14][O:13]2)[CH:11]=1)[C:5]([O:7][CH3:8])=[O:6].[CH2:15]([NH:17][CH2:18][CH3:19])[CH3:16]. Product: [Br:1][C:2]1[CH:3]=[C:4]([CH:9]=[C:10]([CH:12]([N:17]([CH2:18][CH3:19])[CH2:15][CH3:16])[CH2:14][OH:13])[CH:11]=1)[C:5]([O:7][CH3:8])=[O:6]. The catalyst class is: 8. (3) Reactant: [C:1]([C:3]1[CH:8]=[C:7]([N+:9]([O-])=O)[CH:6]=[CH:5][C:4]=1[N:12]=[CH:13][N:14]([CH3:16])[CH3:15])#[N:2].C1CCCCC=1. Product: [NH2:9][C:7]1[CH:6]=[CH:5][C:4]([N:12]=[CH:13][N:14]([CH3:15])[CH3:16])=[C:3]([C:1]#[N:2])[CH:8]=1. The catalyst class is: 19. (4) Reactant: [F:1][C:2]1[CH:3]=[CH:4][C:5]([N+:21]([O-])=O)=[C:6]([CH:20]=1)[O:7][CH2:8][CH2:9][C:10]1[C:19]2[C:14](=[CH:15][CH:16]=[CH:17][CH:18]=2)[CH:13]=[CH:12][CH:11]=1. Product: [F:1][C:2]1[CH:3]=[CH:4][C:5]([NH2:21])=[C:6]([O:7][CH2:8][CH2:9][C:10]2[C:19]3[C:14](=[CH:15][CH:16]=[CH:17][CH:18]=3)[CH:13]=[CH:12][CH:11]=2)[CH:20]=1. The catalyst class is: 446. (5) Reactant: [OH-].[Na+].[NH2:3][C@@H:4]([C:7]([OH:9])=[O:8])[CH2:5][OH:6].[C:10]([O:14][C:15](O[C:15]([O:14][C:10]([CH3:13])([CH3:12])[CH3:11])=[O:16])=[O:16])([CH3:13])([CH3:12])[CH3:11]. Product: [C:10]([O:14][C:15]([NH:3][C@H:4]([CH2:5][OH:6])[C:7]([OH:9])=[O:8])=[O:16])([CH3:13])([CH3:12])[CH3:11]. The catalyst class is: 127. (6) Reactant: [CH2:1]([N:3]([CH2:36][CH3:37])[CH2:4][CH2:5][CH2:6][NH:7][C:8]1[N:9]=[C:10]([C:27]2[CH:35]=[CH:34][C:30]([C:31](O)=[O:32])=[CH:29][CH:28]=2)[C:11]2[CH:17]=[CH:16][C:15](=[O:18])[N:14]([C:19]3[C:24]([F:25])=[CH:23][CH:22]=[CH:21][C:20]=3[F:26])[C:12]=2[N:13]=1)[CH3:2].CN(C(ON1N=NC2C=CC=CC1=2)=[N+](C)C)C.F[P-](F)(F)(F)(F)F.C(N(CC)CC)C.[F:69][C:70]1[CH:76]=[CH:75][C:73]([NH2:74])=[CH:72][CH:71]=1. Product: [CH2:36]([N:3]([CH2:1][CH3:2])[CH2:4][CH2:5][CH2:6][NH:7][C:8]1[N:9]=[C:10]([C:27]2[CH:35]=[CH:34][C:30]([C:31]([NH:74][C:73]3[CH:75]=[CH:76][C:70]([F:69])=[CH:71][CH:72]=3)=[O:32])=[CH:29][CH:28]=2)[C:11]2[CH:17]=[CH:16][C:15](=[O:18])[N:14]([C:19]3[C:20]([F:26])=[CH:21][CH:22]=[CH:23][C:24]=3[F:25])[C:12]=2[N:13]=1)[CH3:37]. The catalyst class is: 3. (7) The catalyst class is: 22. Product: [F:1][C:2]1[C:11]2[CH2:12][CH:13]([CH2:14][OH:25])[N:9]3[C:10]=2[C:5]([CH:6]=[CH:7][C:8]3=[O:15])=[CH:4][CH:3]=1. Reactant: [F:1][C:2]1[C:11]([CH2:12][CH:13]=[CH2:14])=[C:10]2[C:5]([CH:6]=[CH:7][C:8]([O:15]C)=[N:9]2)=[CH:4][CH:3]=1.ClC1C=CC=C(C(OO)=[O:25])C=1.C(=O)([O-])[O-].S(S([O-])=O)([O-])(=O)=O.[Na+].[Na+].